From a dataset of Reaction yield outcomes from USPTO patents with 853,638 reactions. Predict the reaction yield, written as a fraction of the theoretical maximum amount of product (1.0 means a 100% yield; for example, 0.34 means a 34% yield). The reactants are [N:1]1([C:7]2[S:8]/[C:9](=[CH:13]\[C:14]3[CH:30]=[CH:29][C:28]([F:31])=[CH:27][C:15]=3[O:16][C:17]([NH:19][CH2:20][CH2:21][CH2:22][C:23]([O:25]C)=[O:24])=[O:18])/[C:10](=[O:12])[N:11]=2)[CH2:6][CH2:5][CH2:4][CH2:3][NH:2]1.FC(F)(F)C(O)=O.C(OCC)C. The catalyst is C(Cl)Cl. The product is [N:1]1([C:7]2[S:8]/[C:9](=[CH:13]/[C:14]3[CH:30]=[CH:29][C:28]([F:31])=[CH:27][C:15]=3[O:16][C:17]([NH:19][CH2:20][CH2:21][CH2:22][C:23]([OH:25])=[O:24])=[O:18])/[C:10](=[O:12])[N:11]=2)[CH2:6][CH2:5][CH2:4][CH2:3][NH:2]1. The yield is 0.510.